Predict the product of the given reaction. From a dataset of Forward reaction prediction with 1.9M reactions from USPTO patents (1976-2016). (1) Given the reactants [OH:1][C:2](C(F)(F)F)([CH2:5][C:6]([CH3:14])([C:8]1[CH:13]=[CH:12][CH:11]=[CH:10][CH:9]=1)[CH3:7])[CH:3]=[O:4].CC(C1C=CC=CC=1)(C)CC(=O)[C:23](O)=[O:24].S(Cl)(Cl)=O.CO, predict the reaction product. The product is: [CH3:23][O:24][C:3](=[O:4])[C:2](=[O:1])[CH2:5][C:6]([CH3:14])([C:8]1[CH:13]=[CH:12][CH:11]=[CH:10][CH:9]=1)[CH3:7]. (2) Given the reactants [Br:1][C:2]1[C:8]([CH3:9])=[CH:7][C:5]([NH2:6])=[C:4]([CH3:10])[C:3]=1[Cl:11].C1(N[C:23](=[O:25])[CH3:24])C2CCCCC=2C=CC=1, predict the reaction product. The product is: [Br:1][C:2]1[C:8]([CH3:9])=[CH:7][C:5]([NH:6][C:23](=[O:25])[CH3:24])=[C:4]([CH3:10])[C:3]=1[Cl:11]. (3) Given the reactants [Br:1][C:2]1[C:7]([CH3:8])=[CH:6][C:5]([OH:9])=[CH:4][C:3]=1[CH3:10].[CH2:11](Br)[C:12]1[CH:17]=[CH:16][CH:15]=[CH:14][CH:13]=1.C(=O)([O-])[O-].[K+].[K+].O, predict the reaction product. The product is: [CH2:11]([O:9][C:5]1[CH:4]=[C:3]([CH3:10])[C:2]([Br:1])=[C:7]([CH3:8])[CH:6]=1)[C:12]1[CH:17]=[CH:16][CH:15]=[CH:14][CH:13]=1. (4) Given the reactants [CH3:1][C:2]([O:4][C@H:5]1[C:14]2[C@@:15]3([CH3:30])[C@@H:26]([CH2:27][O:28][CH3:29])[O:25][C:23](=[O:24])[C:17]4=[CH:18][O:19][C:20]([C:21](=[O:22])[C:13]=2[C@@H:8]2[CH2:9][CH2:10][C@H:11]([OH:12])[C@@:7]2([CH3:31])[CH2:6]1)=[C:16]34)=[O:3].C(N(CC)CC)C.[CH2:39]1[C@@H:42]([C:43]([OH:45])=[O:44])[NH:41][CH2:40]1, predict the reaction product. The product is: [C:2]([O:4][CH:5]1[C:14]2[C:15]3([CH3:30])[C:16]([C:17](=[CH:18][N:41]4[CH2:40][CH2:39][CH:42]4[C:43]([OH:45])=[O:44])[C:23](=[O:24])[O:25][CH:26]3[CH2:27][O:28][CH3:29])=[C:20]([OH:19])[C:21](=[O:22])[C:13]=2[CH:8]2[C:7]([CH3:31])([CH:11]([OH:12])[CH2:10][CH2:9]2)[CH2:6]1)(=[O:3])[CH3:1]. (5) Given the reactants [S:1](Cl)(Cl)=O.[NH2:5][C:6]1[CH:14]=[CH:13][CH:12]=[C:11]([CH3:15])[C:7]=1[C:8]([OH:10])=O.[F:16][C:17]1[CH:23]=[CH:22][CH:21]=[CH:20][C:18]=1[NH2:19].Cl[CH2:25][C:26](Cl)=O.[Cl-].O.S[C:32]1[N:40]=[CH:39][N:38]=[C:37]2[C:33]=1[NH:34][CH:35]=[N:36]2.C([O-])([O-])=O.[K+].[K+], predict the reaction product. The product is: [F:16][C:17]1[CH:23]=[CH:22][CH:21]=[CH:20][C:18]=1[N:19]1[C:8](=[O:10])[C:7]2[C:6](=[CH:14][CH:13]=[CH:12][C:11]=2[CH3:15])[N:5]=[C:26]1[CH:25]([C:32]1[N:40]=[CH:39][N:38]=[C:37]2[C:33]=1[N:34]=[CH:35][NH:36]2)[SH:1]. (6) Given the reactants ClC(Cl)(Cl)C[O:4][C:5](=[O:27])[CH:6]([S:17][CH2:18][CH2:19][C:20]1[CH:25]=[CH:24][C:23]([F:26])=[CH:22][CH:21]=1)[CH2:7][C:8]1[CH:13]=[CH:12][C:11]([CH2:14][CH2:15]O)=[CH:10][CH:9]=1.[CH3:30][S:31]([O:34][C:35]1[CH:40]=[CH:39][C:38]([CH2:41][C:42]([OH:44])=[O:43])=[CH:37][CH:36]=1)(=[O:33])=[O:32].CS(O)(=O)=O, predict the reaction product. The product is: [F:26][C:23]1[CH:24]=[CH:25][C:20]([CH2:19][CH2:18][S:17][CH:6]([CH2:7][C:8]2[CH:9]=[CH:10][C:11]([CH2:14][CH2:15][O:43][C:42](=[O:44])[CH2:41][C:38]3[CH:37]=[CH:36][C:35]([O:34][S:31]([CH3:30])(=[O:33])=[O:32])=[CH:40][CH:39]=3)=[CH:12][CH:13]=2)[C:5]([OH:27])=[O:4])=[CH:21][CH:22]=1.